The task is: Predict which catalyst facilitates the given reaction.. This data is from Catalyst prediction with 721,799 reactions and 888 catalyst types from USPTO. Reactant: [C:1]([NH:9][CH:10]1[CH2:15][CH2:14][N:13]([NH:16][C:17]([C:19]2[CH:39]=[CH:38][C:22]3[N:23]([CH3:37])[C:24]([CH2:26][CH2:27][C:28]4[CH:33]=[CH:32][C:31]([C:34](=[NH:36])[NH2:35])=[CH:30][CH:29]=4)=[N:25][C:21]=3[CH:20]=2)=[O:18])[CH2:12][CH2:11]1)(=[O:8])[C:2]1[CH:7]=[CH:6][CH:5]=[CH:4][CH:3]=1.C(N(CC)CC)C.[C:47](Cl)(=[O:54])[C:48]1[CH:53]=[CH:52][CH:51]=[CH:50][CH:49]=1.O. Product: [C:1]([NH:9][CH:10]1[CH2:11][CH2:12][N:13]([NH:16][C:17]([C:19]2[CH:39]=[CH:38][C:22]3[N:23]([CH3:37])[C:24]([CH2:26][CH2:27][C:28]4[CH:29]=[CH:30][C:31]([C:34](=[NH:35])[NH:36][C:47](=[O:54])[C:48]5[CH:53]=[CH:52][CH:51]=[CH:50][CH:49]=5)=[CH:32][CH:33]=4)=[N:25][C:21]=3[CH:20]=2)=[O:18])[CH2:14][CH2:15]1)(=[O:8])[C:2]1[CH:3]=[CH:4][CH:5]=[CH:6][CH:7]=1. The catalyst class is: 9.